This data is from HIV replication inhibition screening data with 41,000+ compounds from the AIDS Antiviral Screen. The task is: Binary Classification. Given a drug SMILES string, predict its activity (active/inactive) in a high-throughput screening assay against a specified biological target. The molecule is COc1ccc(C2c3cc4c(cc3OC(N3CCOCC3)C2C)OCO4)cc1OC. The result is 0 (inactive).